From a dataset of Forward reaction prediction with 1.9M reactions from USPTO patents (1976-2016). Predict the product of the given reaction. (1) Given the reactants [C:8]1(P(CCC)[C:8]2[CH:13]=[CH:12][CH:11]=[CH:10][CH:9]=2)[CH:13]=[CH:12][CH:11]=[CH:10][CH:9]=1.[OH:17][CH:18]1[CH:23]([C:24]2[CH:29]=[CH:28][C:27](OS(C(F)(F)F)(=O)=O)=[CH:26][CH:25]=2)[CH2:22][CH2:21][N:20]([C:38]([O:40][CH2:41]C2C=CC=CC=2)=[O:39])[CH2:19]1.C(N(CC)CC)C.[C]=O, predict the reaction product. The product is: [OH:17][CH:18]1[CH:23]([C:24]2[CH:25]=[CH:26][C:27]([C:38]([O:40][CH3:41])=[O:39])=[CH:28][CH:29]=2)[CH2:22][CH2:21][N:20]([C:38]([O:40][CH2:41][C:8]2[CH:9]=[CH:10][CH:11]=[CH:12][CH:13]=2)=[O:39])[CH2:19]1. (2) The product is: [F:35][C:2]([F:1])([F:34])[C:3]1[CH:4]=[CH:5][C:6]([NH:9][C:10]([C:12]2[C:16]([CH3:17])=[C:15]([C:18]3[CH:23]=[CH:22][C:21]([OH:24])=[CH:20][CH:19]=3)[N:14]([C:26]3[CH:31]=[CH:30][C:29]([Cl:32])=[CH:28][C:27]=3[Cl:33])[N:13]=2)=[O:11])=[N:7][CH:8]=1. Given the reactants [F:1][C:2]([F:35])([F:34])[C:3]1[CH:4]=[CH:5][C:6]([NH:9][C:10]([C:12]2[C:16]([CH3:17])=[C:15]([C:18]3[CH:23]=[CH:22][C:21]([O:24]C)=[CH:20][CH:19]=3)[N:14]([C:26]3[CH:31]=[CH:30][C:29]([Cl:32])=[CH:28][C:27]=3[Cl:33])[N:13]=2)=[O:11])=[N:7][CH:8]=1.B(Br)(Br)Br, predict the reaction product. (3) Given the reactants [Cl:1][C:2]1[CH:7]=[C:6]([CH2:8][OH:9])[CH:5]=[CH:4][C:3]=1[CH:10]([CH3:24])[C:11]([C:17]1[CH:22]=[CH:21][N:20]=[C:19]([Cl:23])[CH:18]=1)([OH:16])[C:12]([F:15])([F:14])[F:13].[CH3:25][O:26][C:27]([C:29]1[CH:34]=[N:33][C:32](Cl)=[CH:31][N:30]=1)=[O:28], predict the reaction product. The product is: [CH3:25][O:26][C:27]([C:29]1[CH:34]=[N:33][C:32]([O:9][CH2:8][C:6]2[CH:5]=[CH:4][C:3]([CH:10]([CH3:24])[C:11]([C:17]3[CH:22]=[CH:21][N:20]=[C:19]([Cl:23])[CH:18]=3)([OH:16])[C:12]([F:15])([F:14])[F:13])=[C:2]([Cl:1])[CH:7]=2)=[CH:31][N:30]=1)=[O:28]. (4) Given the reactants Cl[C:2]([C:4]1[CH:13]=[CH:12][C:7]([C:8]([O:10][CH3:11])=[O:9])=[CH:6][CH:5]=1)=[O:3].Br.Br[CH2:16][CH2:17][NH2:18].C(N(CC)CC)C.O, predict the reaction product. The product is: [O:3]1[CH2:16][CH2:17][N:18]=[C:2]1[C:4]1[CH:13]=[CH:12][C:7]([C:8]([O:10][CH3:11])=[O:9])=[CH:6][CH:5]=1.